From a dataset of Forward reaction prediction with 1.9M reactions from USPTO patents (1976-2016). Predict the product of the given reaction. (1) Given the reactants [Li]CCCC.Br[C:7]1[CH:12]=[C:11]([CH3:13])[C:10]([C:14]([F:25])([F:24])[CH2:15][O:16][Si:17]([C:20]([CH3:23])([CH3:22])[CH3:21])([CH3:19])[CH3:18])=[C:9]([CH3:26])[CH:8]=1.[B:27](OC)([O:30]C)[O:28]C, predict the reaction product. The product is: [Si:17]([O:16][CH2:15][C:14]([C:10]1[C:11]([CH3:13])=[CH:12][C:7]([B:27]([OH:30])[OH:28])=[CH:8][C:9]=1[CH3:26])([F:25])[F:24])([C:20]([CH3:23])([CH3:22])[CH3:21])([CH3:19])[CH3:18]. (2) Given the reactants [CH3:1][C:2]1[N:7]=[C:6]([SH:8])[N:5]=[C:4]([OH:9])[CH:3]=1.C(N(CC)CC)C.Br[CH2:18][C:19]1[C:24]([F:25])=[CH:23][N:22]=[CH:21][C:20]=1[F:26], predict the reaction product. The product is: [F:26][C:20]1[CH:21]=[N:22][CH:23]=[C:24]([F:25])[C:19]=1[CH2:18][S:8][C:6]1[N:5]=[C:4]([OH:9])[CH:3]=[C:2]([CH3:1])[N:7]=1. (3) Given the reactants [N:1]1([C:7]([O:9][C:10]([CH3:13])([CH3:12])[CH3:11])=[O:8])[CH2:6][CH2:5][NH:4][CH2:3][CH2:2]1.Br[CH2:15][CH2:16][CH2:17][OH:18].C(=O)([O-])[O-].[K+].[K+].CO, predict the reaction product. The product is: [OH:18][CH2:17][CH2:16][CH2:15][N:4]1[CH2:5][CH2:6][N:1]([C:7]([O:9][C:10]([CH3:13])([CH3:12])[CH3:11])=[O:8])[CH2:2][CH2:3]1. (4) The product is: [CH2:29]([N:28]=[C:26]=[O:27])[CH2:30][CH2:31][CH2:32][CH2:33][CH2:34][CH2:35][CH2:36][CH2:29][CH2:30][CH2:31][CH2:32][CH2:33][CH3:34]. Given the reactants CC(OC(C1SC(N[C:26]([NH:28][CH2:29][CH2:30][CH2:31][CH2:32][CH2:33][CH2:34][CH2:35][CH3:36])=[O:27])=C(C(OC(C)(C)C)=O)C=1C)=O)CCCCCC, predict the reaction product. (5) Given the reactants [C:1]([O:4][C:5]1[CH:10]=[C:9](O)[CH:8]=[C:7]([OH:12])[C:6]=1C)(=O)[CH3:2].[C:14](=O)([O-])[O-:15].[Cs+].[Cs+].[CH2:20]([S:22]([C:25]1[CH:30]=CC(F)=[C:27]([Cl:32])[CH:26]=1)(=[O:24])=[O:23])[CH3:21].Cl.CN1[C:39](=[O:40])[CH2:38]CC1, predict the reaction product. The product is: [CH3:14][O:15][C:39](=[O:40])[CH2:38][C:9]1[CH:8]=[C:7]([OH:12])[CH:6]=[C:5]([O:4][C:1]2[CH:2]=[CH:30][C:25]([S:22]([CH2:20][CH3:21])(=[O:23])=[O:24])=[CH:26][C:27]=2[Cl:32])[CH:10]=1. (6) Given the reactants [F:1][C:2]([F:13])([F:12])[C:3]([C:8]([F:11])([F:10])[F:9])=[CH:4][C:5](O)=[O:6].[CH:14]1([CH2:17][CH2:18][NH:19][C:20]([C:22]2[N:23]=[N:24][C:25]([N:28]3[CH2:33][CH2:32][NH:31][CH2:30][CH2:29]3)=[CH:26][CH:27]=2)=[O:21])[CH2:16][CH2:15]1, predict the reaction product. The product is: [CH:14]1([CH2:17][CH2:18][NH:19][C:20]([C:22]2[N:23]=[N:24][C:25]([N:28]3[CH2:33][CH2:32][N:31]([C:5](=[O:6])[CH:4]=[C:3]([C:8]([F:11])([F:10])[F:9])[C:2]([F:13])([F:12])[F:1])[CH2:30][CH2:29]3)=[CH:26][CH:27]=2)=[O:21])[CH2:16][CH2:15]1.